Dataset: Experimentally validated miRNA-target interactions with 360,000+ pairs, plus equal number of negative samples. Task: Binary Classification. Given a miRNA mature sequence and a target amino acid sequence, predict their likelihood of interaction. (1) The miRNA is hsa-miR-378g with sequence ACUGGGCUUGGAGUCAGAAG. The protein sequence of the target gene is MASVPSIGCLLARNQYYRKSSVSSVSSLTSSDSVNFIDDDKPQQGLPEVAESTWWFKSFFHSEPVLSNVRIKDLSATGSLSGRS. Result: 0 (no interaction). (2) The miRNA is hsa-miR-1224-5p with sequence GUGAGGACUCGGGAGGUGG. The protein sequence of the target gene is MYCCSAQDSKMDYKRRFLLGGSKQKVQQHQQYPMPELGRALSAPLASTATTAPLGSLTAAGSCHHAMPHTTPIADIQQGISKYLDALNVFCRASTFLTDLFSTVFRNSHYSKAATQLKDVQEHVMEAASRLTSAIKPEIAKMLMELSAGAANFTDQKEFSLQDIEVLGRCFLTVVQVHFQFLTHALQKVQPVAHSCFAEVIVPEKKNSGSGGGLSGMGHTPEVEEAVRSWRGAAEATSRLRERGCDGCLAGIEVQQLFCSQSAAIPEHQLKELNIKIDSALQAYKIALESLGHCEYAMKA.... Result: 0 (no interaction). (3) The miRNA is mmu-miR-431-5p with sequence UGUCUUGCAGGCCGUCAUGCA. The protein sequence of the target gene is MLSAAFITLLRSGGNQVKKRVLLSSILLQDHRQATPACYFSTSEARCSRFDPDGSGQPATWDNFGIWDNRIDEPILLPPSIKYGKPIPKISLENVGCASLIGKRKENEDRFGFAQLTEEVLYFAVYDGHGGPAAADFCHTHMEKCVMDLLPREKDLETVLTLAFLEIDKAFASYAHLSADASLLTSGTTATVALLRDGVELVVASVGDSRALLCRKGKPMKLTTDHTPERKDEKERIKKFGGFVAWNSLGQPHVNGRLAMTRSIGDLDLKASGVIAEPETTRIKLYHADDSFLVLTTDGI.... Result: 1 (interaction). (4) The miRNA is hsa-miR-3074-5p with sequence GUUCCUGCUGAACUGAGCCAG. The protein sequence of the target gene is MFCFWRTSALAVLLIWGVFVAGSSCTDKNQTTQNNSSSPLTQVNTTVSVQIGTKALLCCFSIPLTKAVLITWIIKLRGLPSCTIAYKVDTKTNETSCLGRNITWASTPDHSPELQISAVTLQHEGTYTCETVTPEGNFEKNYDLQVLVPPEVTYFPEKNRSAVCEAMAGKPAAQISWSPDGDCVTTSESHSNGTVTVRSTCHWEQNNVSDVSCIVSHLTGNQSLSIELSRGGNQSLRPYIPYIIPSIIILIIIGCICLLKISGFRKCKLPKLEATSAIEEDEMQPYASYTEKSNPLYDTV.... Result: 0 (no interaction). (5) The miRNA is hsa-miR-221-3p with sequence AGCUACAUUGUCUGCUGGGUUUC. The protein sequence of the target gene is MEEEIAALVIDNGSGMCKAGFAGDDAPRAVFPSIVGRPRHQGVMVGMGQKDSYVGDEAQSKRGILTLKYPIEHGIVTNWDDMEKIWHHTFYNELRVAPEEHPVLLTEAPLNPKANREKMTQIMFETFNTPAMYVAIQAVLSLYASGRTTGIVMDSGDGVTHTVPIYEGYALPHAILRLDLAGRDLTDYLMKILTERGYSFTTTAEREIVRDIKEKLCYVALDFEQEMATAASSSSLEKSYELPDGQVITIGNERFRCPEALFQPSFLGMESCGIHETTFNSIMKCDVDIRKDLYANTVLS.... Result: 1 (interaction).